From a dataset of Catalyst prediction with 721,799 reactions and 888 catalyst types from USPTO. Predict which catalyst facilitates the given reaction. Product: [CH3:11][CH:12]([O:13][CH2:14][CH2:15][OH:16])[CH2:17][CH2:18][CH2:19][CH:20]([CH3:21])[CH3:22]. Reactant: [Cl-].[Al+3].[Cl-].[Cl-].[H-].[Al+3].[Li+].[H-].[H-].[H-].[CH3:11][C:12]1([CH2:17][CH2:18][CH2:19][CH:20]([CH3:22])[CH3:21])[O:16][CH2:15][CH2:14][O:13]1.C(OCC)(=O)C. The catalyst class is: 7.